From a dataset of Catalyst prediction with 721,799 reactions and 888 catalyst types from USPTO. Predict which catalyst facilitates the given reaction. (1) Reactant: [C:1]([O:5][C:6]([N:8]1[CH2:13][CH2:12][CH:11]([OH:14])[CH2:10][CH2:9]1)=[O:7])([CH3:4])([CH3:3])[CH3:2].[H-].[Na+].[Cl:17][C:18]1[CH:19]=[N:20][CH:21]=[C:22]([Cl:25])[C:23]=1Cl. Product: [C:1]([O:5][C:6]([N:8]1[CH2:13][CH2:12][CH:11]([O:14][C:23]2[C:22]([Cl:25])=[CH:21][N:20]=[CH:19][C:18]=2[Cl:17])[CH2:10][CH2:9]1)=[O:7])([CH3:4])([CH3:2])[CH3:3]. The catalyst class is: 3. (2) Reactant: [CH:1]1[C:10]2[C:5](=[CH:6][CH:7]=[CH:8][CH:9]=2)[CH:4]=[CH:3][C:2]=1[C:11]1[CH:12]([C:18]2[CH:23]=[CH:22][N:21]=[CH:20][C:19]=2[F:24])[CH2:13][C:14](=[O:17])[NH:15][N:16]=1.BrN1C(=O)CCC1=O. The catalyst class is: 58. Product: [CH:1]1[C:10]2[C:5](=[CH:6][CH:7]=[CH:8][CH:9]=2)[CH:4]=[CH:3][C:2]=1[C:11]1[C:12]([C:18]2[CH:23]=[CH:22][N:21]=[CH:20][C:19]=2[F:24])=[CH:13][C:14](=[O:17])[NH:15][N:16]=1.